This data is from Retrosynthesis with 50K atom-mapped reactions and 10 reaction types from USPTO. The task is: Predict the reactants needed to synthesize the given product. Given the product CN(C)S(=O)(=O)n1ncc(-c2ccc(C3(c4ccc(Cl)cc4)CCN(C(=O)OC(C)(C)C)CC3)cc2)c1C1CC1, predict the reactants needed to synthesize it. The reactants are: CC(C)(C)OC(=O)N1CCC(c2ccc(Cl)cc2)(c2ccc(B3OC(C)(C)C(C)(C)O3)cc2)CC1.CN(C)S(=O)(=O)n1ncc(Br)c1C1CC1.